This data is from Reaction yield outcomes from USPTO patents with 853,638 reactions. The task is: Predict the reaction yield, written as a fraction of the theoretical maximum amount of product (1.0 means a 100% yield; for example, 0.34 means a 34% yield). The yield is 1.00. The catalyst is C(Cl)Cl. The reactants are C(Cl)(=O)C(Cl)=O.CS(C)=O.[OH:11][CH:12]1[CH2:17][N:16]([C:18]([O:20][CH2:21][C:22]2[CH:27]=[CH:26][CH:25]=[CH:24][CH:23]=2)=[O:19])[C@H:15]([C:28]([O:30][CH2:31][C:32]2[CH:37]=[CH:36][CH:35]=[CH:34][CH:33]=2)=[O:29])[C@@H:14]([C:38]([O:40][C:41]([CH3:44])([CH3:43])[CH3:42])=[O:39])[CH2:13]1.C(N(CC)CC)C. The product is [O:11]=[C:12]1[CH2:17][N:16]([C:18]([O:20][CH2:21][C:22]2[CH:27]=[CH:26][CH:25]=[CH:24][CH:23]=2)=[O:19])[C@H:15]([C:28]([O:30][CH2:31][C:32]2[CH:37]=[CH:36][CH:35]=[CH:34][CH:33]=2)=[O:29])[C@@H:14]([C:38]([O:40][C:41]([CH3:44])([CH3:43])[CH3:42])=[O:39])[CH2:13]1.